From a dataset of Full USPTO retrosynthesis dataset with 1.9M reactions from patents (1976-2016). Predict the reactants needed to synthesize the given product. (1) Given the product [OH:1][C:2]([CH3:29])([CH3:28])[CH2:3][N:4]1[CH2:13][CH2:12][C:11]2[C:6](=[CH:7][CH:8]=[C:9]([C:14]3[N:15]=[N:16][N:17]([C:20]4[CH:21]=[CH:22][C:23]([F:26])=[CH:24][CH:25]=4)[C:18]=3[CH3:19])[CH:10]=2)[C:5]1=[O:27], predict the reactants needed to synthesize it. The reactants are: [OH:1][C:2]([CH3:29])([CH3:28])[CH2:3][N:4]1[CH:13]=[CH:12][C:11]2[C:6](=[CH:7][CH:8]=[C:9]([C:14]3[N:15]=[N:16][N:17]([C:20]4[CH:25]=[CH:24][C:23]([F:26])=[CH:22][CH:21]=4)[C:18]=3[CH3:19])[CH:10]=2)[C:5]1=[O:27].[H][H]. (2) The reactants are: [CH2:1]([C:3]1[NH:4][CH:5]=[CH:6][CH:7]=1)[CH3:2].[CH3:8][C:9]1[CH:14]=[C:13]([CH3:15])[CH:12]=[CH:11][C:10]=1[S:16](Cl)(=[O:18])=[O:17].[H-].[Na+]. Given the product [CH3:8][C:9]1[CH:14]=[C:13]([CH3:15])[CH:12]=[CH:11][C:10]=1[S:16]([N:4]1[CH:5]=[CH:6][CH:7]=[C:3]1[CH2:1][CH3:2])(=[O:17])=[O:18], predict the reactants needed to synthesize it. (3) The reactants are: [N:1]1([C:7]([O:9][C:10]([CH3:13])([CH3:12])[CH3:11])=[O:8])[CH2:6][CH2:5][NH:4][CH2:3][CH2:2]1.[Cl:14][C:15]1[CH:23]=[C:22]([C:24]2[CH:25]=[N:26][CH:27]=[C:28]([NH:30][C:31]([CH:33]3[CH2:35][CH2:34]3)=[O:32])[CH:29]=2)[CH:21]=[CH:20][C:16]=1[C:17](O)=[O:18].C(N(CC)C(C)C)(C)C.F[P-](F)(F)(F)(F)F.N1(OC(N(C)C)=[N+](C)C)C2C=CC=CC=2N=N1. Given the product [Cl:14][C:15]1[CH:23]=[C:22]([C:24]2[CH:25]=[N:26][CH:27]=[C:28]([NH:30][C:31]([CH:33]3[CH2:35][CH2:34]3)=[O:32])[CH:29]=2)[CH:21]=[CH:20][C:16]=1[C:17]([N:4]1[CH2:5][CH2:6][N:1]([C:7]([O:9][C:10]([CH3:13])([CH3:12])[CH3:11])=[O:8])[CH2:2][CH2:3]1)=[O:18], predict the reactants needed to synthesize it. (4) Given the product [F:1][C:2]([F:20])([F:19])[C:3]1[CH:4]=[C:5]([C:7]2[CH:17]=[CH:16][C:10]3[O:11][CH2:12][C:13](=[O:15])[NH:14][C:9]=3[CH:8]=2)[N:29]([C:26]2[CH:27]=[CH:28][C:23]([C:22]([F:21])([F:32])[F:31])=[CH:24][CH:25]=2)[N:30]=1, predict the reactants needed to synthesize it. The reactants are: [F:1][C:2]([F:20])([F:19])[C:3](O)=[CH:4][C:5]([C:7]1[CH:17]=[CH:16][C:10]2[O:11][CH2:12][C:13](=[O:15])[NH:14][C:9]=2[CH:8]=1)=O.[F:21][C:22]([F:32])([F:31])[C:23]1[CH:28]=[CH:27][C:26]([NH:29][NH2:30])=[CH:25][CH:24]=1. (5) Given the product [CH3:23][O:24][C:25]1[CH:26]=[C:27]([CH:31]=[CH:32][C:33]=1[O:34][CH3:35])[C:28]([NH:14][C:12]1[S:13][C:9]([CH2:8][C:7]2[CH:21]=[CH:22][C:4]([N+:1]([O-:3])=[O:2])=[CH:5][CH:6]=2)=[C:10]([C:15]2[CH:20]=[CH:19][CH:18]=[CH:17][CH:16]=2)[N:11]=1)=[O:29], predict the reactants needed to synthesize it. The reactants are: [N+:1]([C:4]1[CH:22]=[CH:21][C:7]([CH2:8][C:9]2[S:13][C:12]([NH2:14])=[N:11][C:10]=2[C:15]2[CH:20]=[CH:19][CH:18]=[CH:17][CH:16]=2)=[CH:6][CH:5]=1)([O-:3])=[O:2].[CH3:23][O:24][C:25]1[CH:26]=[C:27]([CH:31]=[CH:32][C:33]=1[O:34][CH3:35])[C:28](Cl)=[O:29]. (6) Given the product [CH3:25][CH:24]([CH3:26])[CH2:23][C@H:17]([NH:16][C:14]([C@@H:9]1[CH2:10][CH2:11][CH2:12][CH2:13][N:8]1[C:6]([O:5][C:2]([CH3:3])([CH3:4])[CH3:1])=[O:7])=[O:15])/[CH:18]=[CH:19]/[C:20](=[O:22])[NH:67][C:65]1[S:66][C:62]([C:61]([F:69])([F:68])[F:60])=[N:63][N:64]=1, predict the reactants needed to synthesize it. The reactants are: [CH3:1][C:2]([O:5][C:6]([N:8]1[CH2:13][CH2:12][CH2:11][CH2:10][C@H:9]1[C:14]([NH:16][C@@H:17]([CH2:23][CH:24]([CH3:26])[CH3:25])/[CH:18]=[CH:19]/[C:20]([OH:22])=O)=[O:15])=[O:7])([CH3:4])[CH3:3].CN(C(ON1N=NC2C=CC=NC1=2)=[N+](C)C)C.F[P-](F)(F)(F)(F)F.CCN(C(C)C)C(C)C.[F:60][C:61]([F:69])([F:68])[C:62]1[S:66][C:65]([NH2:67])=[N:64][N:63]=1. (7) Given the product [CH3:19][C:16]1[CH:17]=[CH:18][C:13]([N:3]2[C:4]3[C:9](=[CH:8][CH:7]=[CH:6][CH:5]=3)[C:10]([CH:11]=[O:12])=[C:2]2[N:20]2[CH2:25][CH2:24][NH:23][CH2:22][CH2:21]2)=[CH:14][CH:15]=1, predict the reactants needed to synthesize it. The reactants are: Cl[C:2]1[N:3]([C:13]2[CH:18]=[CH:17][C:16]([CH3:19])=[CH:15][CH:14]=2)[C:4]2[C:9]([C:10]=1[CH:11]=[O:12])=[CH:8][CH:7]=[CH:6][CH:5]=2.[NH:20]1[CH2:25][CH2:24][NH:23][CH2:22][CH2:21]1. (8) Given the product [CH:1]1([N:7]2[C:22](=[O:23])[CH2:21][C:20](=[O:25])[N:19]([CH2:18][CH2:17][CH2:16][N:13]3[CH2:14][CH2:15][O:10][CH2:11][CH2:12]3)[C:8]2=[O:9])[CH2:6][CH2:5][CH2:4][CH2:3][CH2:2]1, predict the reactants needed to synthesize it. The reactants are: [CH:1]1([N:7]=[C:8]=[O:9])[CH2:6][CH2:5][CH2:4][CH2:3][CH2:2]1.[O:10]1[CH2:15][CH2:14][N:13]([CH2:16][CH2:17][CH2:18][NH2:19])[CH2:12][CH2:11]1.[C:20](Cl)(=[O:25])[CH2:21][C:22](Cl)=[O:23].